From a dataset of Reaction yield outcomes from USPTO patents with 853,638 reactions. Predict the reaction yield, written as a fraction of the theoretical maximum amount of product (1.0 means a 100% yield; for example, 0.34 means a 34% yield). (1) The reactants are [CH2:1]([O:4][N:5]1[C:11](=[O:12])[N:10]2[CH2:13][C@H:6]1[C:7]([C:23]([NH2:25])=[O:24])=[CH:8][C@H:9]2[CH2:14][O:15][Si](C(C)(C)C)(C)C)[CH:2]=[CH2:3].[F-].C([N+](CCCC)(CCCC)CCCC)CCC. The catalyst is C1COCC1. The product is [CH2:1]([O:4][N:5]1[C:11](=[O:12])[N:10]2[CH2:13][C@H:6]1[C:7]([C:23]([NH2:25])=[O:24])=[CH:8][C@H:9]2[CH2:14][OH:15])[CH:2]=[CH2:3]. The yield is 0.920. (2) The reactants are [CH2:1]([N:5]1[C:9]2[CH:10]=[C:11]([NH2:14])[CH:12]=[CH:13][C:8]=2[N:7]=[CH:6]1)[CH:2]([CH3:4])[CH3:3].[Br:15]Br.N.CO.C(Cl)Cl. The catalyst is CC(O)=O. The product is [CH2:1]([N:5]1[C:9]2[C:10]([Br:15])=[C:11]([NH2:14])[CH:12]=[CH:13][C:8]=2[N:7]=[CH:6]1)[CH:2]([CH3:4])[CH3:3]. The yield is 0.290. (3) The reactants are Cl[C:2]1[N:3]=[C:4]([N:17]2[CH2:22][CH2:21][O:20][CH2:19][C@@H:18]2[CH3:23])[C:5]2[CH2:11][CH2:10][N:9]([C:12](=O)[CH:13]([F:15])[F:14])[CH2:8][C:6]=2[N:7]=1.Cl.Cl[C:26]1[N:27]=[C:28](N2CCOC[C@@H]2C)[C:29]2[CH2:35][CH2:34]N[CH2:32][C:30]=2[N:31]=1.F[CH:44](F)[C:45](O)=O.CCN(C(C)C)C(C)C.CN(C([O:65]N1N=NC2C=CC=NC1=2)=[N+](C)C)C.F[P-](F)(F)(F)(F)F. The catalyst is C1COCC1.O. The product is [F:14][CH:13]([F:15])[CH2:12][N:9]1[CH2:10][CH2:11][C:5]2[C:4]([N:17]3[CH2:22][CH2:21][O:20][CH2:19][C@@H:18]3[CH3:23])=[N:3][C:2]([C:34]3[CH:35]=[CH:29][C:28]([NH:27][C:26]([NH:31][CH2:30][CH3:32])=[O:65])=[CH:45][CH:44]=3)=[N:7][C:6]=2[CH2:8]1. The yield is 0.850. (4) The reactants are [NH:1]1[C:5]([C:6]2[CH:7]=[C:8]([CH:10]=[CH:11][CH:12]=2)[NH2:9])=[N:4][N:3]=[N:2]1.[NH:13]1[C:21]2[C:16](=[CH:17][C:18]([C:22](O)=[O:23])=[CH:19][CH:20]=2)[CH:15]=[N:14]1. No catalyst specified. The product is [NH:4]1[C:5]([C:6]2[CH:7]=[C:8]([NH:9][C:22]([C:18]3[CH:17]=[C:16]4[C:21](=[CH:20][CH:19]=3)[NH:13][N:14]=[CH:15]4)=[O:23])[CH:10]=[CH:11][CH:12]=2)=[N:1][N:2]=[N:3]1. The yield is 0.0600.